This data is from Full USPTO retrosynthesis dataset with 1.9M reactions from patents (1976-2016). The task is: Predict the reactants needed to synthesize the given product. Given the product [CH3:30][O:29][N:20]([CH3:24])[C:10]([C:2]1[NH:1][C:5]2=[N:6][CH:7]=[CH:8][CH:9]=[C:4]2[CH:3]=1)=[O:12], predict the reactants needed to synthesize it. The reactants are: [NH:1]1[C:5]2=[N:6][CH:7]=[CH:8][CH:9]=[C:4]2[CH:3]=[C:2]1[C:10]([OH:12])=O.F[P-](F)(F)(F)(F)F.[N:20]1([O:29][C:30](N(C)C)=[N+](C)C)[C:24]2C=CC=CC=2N=N1.C(N(CC)CC)C.Cl.CNOC.